Dataset: Acute oral toxicity (LD50) regression data from Zhu et al.. Task: Regression/Classification. Given a drug SMILES string, predict its toxicity properties. Task type varies by dataset: regression for continuous values (e.g., LD50, hERG inhibition percentage) or binary classification for toxic/non-toxic outcomes (e.g., AMES mutagenicity, cardiotoxicity, hepatotoxicity). Dataset: ld50_zhu. The drug is CC(=O)c1cccc(N=Nc2ccc(N(C)C)cc2)c1. The rat oral LD50 is 1.74, given as -log10 of the dose in mol/kg body weight (higher means more acutely toxic).